This data is from Peptide-MHC class I binding affinity with 185,985 pairs from IEDB/IMGT. The task is: Regression. Given a peptide amino acid sequence and an MHC pseudo amino acid sequence, predict their binding affinity value. This is MHC class I binding data. (1) The peptide sequence is YLLSLFSTL. The MHC is HLA-B08:01 with pseudo-sequence HLA-B08:01. The binding affinity (normalized) is 0.871. (2) The peptide sequence is QPHWIAASI. The MHC is HLA-B53:01 with pseudo-sequence HLA-B53:01. The binding affinity (normalized) is 0.686. (3) The peptide sequence is YCPGTTVTL. The MHC is HLA-B07:02 with pseudo-sequence HLA-B07:02. The binding affinity (normalized) is 0.0847. (4) The peptide sequence is FHGIFYSIF. The MHC is HLA-B07:02 with pseudo-sequence HLA-B07:02. The binding affinity (normalized) is 0.0847.